From a dataset of Catalyst prediction with 721,799 reactions and 888 catalyst types from USPTO. Predict which catalyst facilitates the given reaction. (1) Reactant: C1(P(C2C=CC=CC=2)C2C=CC=CC=2)C=CC=CC=1.N1C=CN=C1.[I:25]I.[F:27][C:28]([F:37])([C:33]([F:36])([F:35])[F:34])[CH2:29][CH2:30][CH2:31]O. Product: [F:27][C:28]([F:37])([C:33]([F:36])([F:35])[F:34])[CH2:29][CH2:30][CH2:31][I:25]. The catalyst class is: 4. (2) Reactant: [H-].[Na+].[CH3:3][C:4]1([CH2:9][CH2:10][CH:11]=[C:12]([CH3:14])[CH3:13])[CH2:6][CH:5]1[CH2:7][OH:8].I[CH3:16]. Product: [CH3:16][O:8][CH2:7][CH:5]1[CH2:6][C:4]1([CH3:3])[CH2:9][CH2:10][CH:11]=[C:12]([CH3:14])[CH3:13]. The catalyst class is: 37.